This data is from Forward reaction prediction with 1.9M reactions from USPTO patents (1976-2016). The task is: Predict the product of the given reaction. (1) Given the reactants [C:1]([O:5][C:6]([NH:8][C:9]1[CH:10]=[CH:11][C:12]([C:15]2[N:19]([C:20]3[CH:25]=[N:24][CH:23]=[CH:22][N:21]=3)[N:18]=[C:17]([C:26](O)=[O:27])[CH:16]=2)=[N:13][CH:14]=1)=[O:7])([CH3:4])([CH3:3])[CH3:2].[C:29]([NH2:33])([CH3:32])([CH3:31])[CH3:30], predict the reaction product. The product is: [C:29]([NH:33][C:26]([C:17]1[CH:16]=[C:15]([C:12]2[CH:11]=[CH:10][C:9]([NH:8][C:6]([O:5][C:1]([CH3:3])([CH3:4])[CH3:2])=[O:7])=[CH:14][N:13]=2)[N:19]([C:20]2[CH:25]=[N:24][CH:23]=[CH:22][N:21]=2)[N:18]=1)=[O:27])([CH3:32])([CH3:31])[CH3:30]. (2) The product is: [CH2:1]1[CH:12]2[CH:4]([NH:5][C:6]3[C:7]([C:13]([NH:15][C@@H:16]([CH2:21][OH:22])[C:17]([OH:19])=[O:18])=[O:14])=[CH:8][CH:9]=[CH:10][C:11]=32)[CH2:3][CH2:2]1. Given the reactants [CH2:1]1[CH:12]2[CH:4]([NH:5][C:6]3[C:7]([C:13]([NH:15][C@@H:16]([CH2:21][OH:22])[C:17]([O:19]C)=[O:18])=[O:14])=[CH:8][CH:9]=[CH:10][C:11]=32)[CH2:3][CH2:2]1.[OH-].[Li+], predict the reaction product.